Predict the reactants needed to synthesize the given product. From a dataset of Full USPTO retrosynthesis dataset with 1.9M reactions from patents (1976-2016). (1) Given the product [OH:8][C:9]1[CH:10]=[C:11]([CH:40]=[CH:41][C:42]=1[OH:43])[C:12]1[O:13][C:14]2[C:19]([C:20](=[O:39])[CH:21]=1)=[CH:18][CH:17]=[CH:16][CH:15]=2, predict the reactants needed to synthesize it. The reactants are: C([O:8][C:9]1[CH:10]=[C:11]([CH:40]=[CH:41][C:42]=1[O:43]CC1C=CC=CC=1)[C:12]1[O:13][C:14]2[C:19]([C:20](=[O:39])[C:21]=1OC(CCCCC(OCC1C=CC=CC=1)=O)=O)=[CH:18][CH:17]=[CH:16][CH:15]=2)C1C=CC=CC=1.C1COCC1. (2) Given the product [N:1]1[N:2]=[C:3]([C:10]2[CH:19]=[CH:18][C:17]3[C:12](=[C:13]([O:20][C@H:21]4[CH2:26][CH2:25][NH:24][C@H:23]([CH2:34][O:35][CH3:36])[CH2:22]4)[CH:14]=[CH:15][CH:16]=3)[N:11]=2)[N:4]2[CH:9]=[CH:8][CH:7]=[CH:6][C:5]=12, predict the reactants needed to synthesize it. The reactants are: [N:1]1[N:2]=[C:3]([C:10]2[CH:19]=[CH:18][C:17]3[C:12](=[C:13]([O:20][C@H:21]4[CH2:26][CH2:25][N:24](C(OC(C)(C)C)=O)[C@H:23]([CH2:34][O:35][CH3:36])[CH2:22]4)[CH:14]=[CH:15][CH:16]=3)[N:11]=2)[N:4]2[CH:9]=[CH:8][CH:7]=[CH:6][C:5]=12.Cl.